From a dataset of Full USPTO retrosynthesis dataset with 1.9M reactions from patents (1976-2016). Predict the reactants needed to synthesize the given product. (1) The reactants are: [CH3:1][C:2]1[CH:10]=[C:9]([N+:11]([O-:13])=[O:12])[CH:8]=[C:7]2[C:3]=1[CH:4]=[N:5][NH:6]2.[H-].[Na+].[CH3:16]I. Given the product [CH3:16][N:6]1[C:7]2[C:3](=[C:2]([CH3:1])[CH:10]=[C:9]([N+:11]([O-:13])=[O:12])[CH:8]=2)[CH:4]=[N:5]1, predict the reactants needed to synthesize it. (2) Given the product [Si:30]([O:24][CH:15]([CH2:14][N:12]1[C:11]2[CH:10]=[CH:9][CH:8]=[CH:7][C:6]=2[C:5]2[C:13]1=[CH:1][CH:2]=[CH:3][CH:4]=2)[CH2:16][NH:17][CH2:18][C:19]1[O:20][CH:21]=[CH:22][CH:23]=1)([C:33]([CH3:36])([CH3:35])[CH3:34])([CH3:32])[CH3:31], predict the reactants needed to synthesize it. The reactants are: [CH:1]1[C:13]2[N:12]([CH2:14][CH:15]([OH:24])[CH2:16][NH:17][CH2:18][C:19]3[O:20][CH:21]=[CH:22][CH:23]=3)[C:11]3[C:6](=[CH:7][CH:8]=[CH:9][CH:10]=3)[C:5]=2[CH:4]=[CH:3][CH:2]=1.N1C=CN=C1.[Si:30](Cl)([C:33]([CH3:36])([CH3:35])[CH3:34])([CH3:32])[CH3:31]. (3) Given the product [CH3:1][O:2][C:3](=[O:13])[CH2:4][CH2:5][CH2:6][CH:7]1[CH2:12][CH2:11][N:10]([CH2:21][CH2:22][CH2:23][CH2:24][N:25]2[C:33](=[O:34])[CH:32]3[CH:27]([CH:28]=[CH:29][CH:30]=[CH:31]3)[C:26]2=[O:35])[CH2:9][CH2:8]1, predict the reactants needed to synthesize it. The reactants are: [CH3:1][O:2][C:3](=[O:13])[CH2:4][CH2:5][CH2:6][CH:7]1[CH2:12][CH2:11][NH:10][CH2:9][CH2:8]1.C([O-])([O-])=O.[K+].[K+].I[CH2:21][CH2:22][CH2:23][CH2:24][N:25]1[C:33](=[O:34])[CH:32]2[CH:27]([CH:28]=[CH:29][CH:30]=[CH:31]2)[C:26]1=[O:35]. (4) Given the product [CH3:20][O:21][C:22]1[CH:27]=[CH:26][CH:25]=[CH:24][C:23]=1[C:2]1[CH:3]=[CH:4][C:5]2[N:6]([C:8]([C:11]3[CH:19]=[CH:18][C:14]([C:15]([NH2:17])=[O:16])=[CH:13][CH:12]=3)=[CH:9][N:10]=2)[N:7]=1, predict the reactants needed to synthesize it. The reactants are: Cl[C:2]1[CH:3]=[CH:4][C:5]2[N:6]([C:8]([C:11]3[CH:19]=[CH:18][C:14]([C:15]([NH2:17])=[O:16])=[CH:13][CH:12]=3)=[CH:9][N:10]=2)[N:7]=1.[CH3:20][O:21][C:22]1[CH:27]=[CH:26][CH:25]=[CH:24][C:23]=1B(O)O. (5) Given the product [F:39][C:12]1([S:9]([C:5]2[CH:6]=[CH:7][CH:8]=[C:3]([C:2]([F:22])([F:1])[F:23])[CH:4]=2)(=[O:11])=[O:10])[CH2:21][CH2:20][C:15]2([O:16][CH2:17][CH2:18][O:19]2)[CH2:14][CH2:13]1, predict the reactants needed to synthesize it. The reactants are: [F:1][C:2]([F:23])([F:22])[C:3]1[CH:4]=[C:5]([S:9]([CH:12]2[CH2:21][CH2:20][C:15]3([O:19][CH2:18][CH2:17][O:16]3)[CH2:14][CH2:13]2)(=[O:11])=[O:10])[CH:6]=[CH:7][CH:8]=1.C([Li])CCC.C1C=CC(S(N(S(C2C=CC=CC=2)(=O)=O)[F:39])(=O)=O)=CC=1. (6) The reactants are: [Cl:1][C:2]1[CH:7]=[C:6]([Cl:8])[CH:5]=[CH:4][C:3]=1[C:9]1[NH:10][C:11]([C:16](=O)/[CH:17]=[CH:18]/N(C)C)=[CH:12][C:13]=1[C:14]#[N:15].C(=O)(O)O.[NH2:27][C:28]([NH2:30])=[NH:29].O. Given the product [NH2:29][C:28]1[N:30]=[C:16]([C:11]2[NH:10][C:9]([C:3]3[CH:4]=[CH:5][C:6]([Cl:8])=[CH:7][C:2]=3[Cl:1])=[C:13]([C:14]#[N:15])[CH:12]=2)[CH:17]=[CH:18][N:27]=1, predict the reactants needed to synthesize it. (7) Given the product [Br:1][C:2]1[CH:31]=[CH:30][C:29]([F:32])=[CH:28][C:3]=1[O:4][CH:5]1[CH2:10][CH2:9][N:8]([C:11]2[S:15][C:14]([C:16]3[N:20]=[C:19]([CH2:21][CH2:22][C:23]([OH:25])=[O:24])[O:18][N:17]=3)=[N:13][N:12]=2)[CH2:7][CH2:6]1, predict the reactants needed to synthesize it. The reactants are: [Br:1][C:2]1[CH:31]=[CH:30][C:29]([F:32])=[CH:28][C:3]=1[O:4][CH:5]1[CH2:10][CH2:9][N:8]([C:11]2[S:15][C:14]([C:16]3[N:20]=[C:19]([CH2:21][CH2:22][C:23]([O:25]CC)=[O:24])[O:18][N:17]=3)=[N:13][N:12]=2)[CH2:7][CH2:6]1.[OH-].[Na+].